From a dataset of Forward reaction prediction with 1.9M reactions from USPTO patents (1976-2016). Predict the product of the given reaction. Given the reactants [CH3:1][Si:2]([C:5]#[CH:6])([CH3:4])[CH3:3].C([Mg]Br)C.[C:11]([O:15][C:16]([N:18]1[CH2:22][CH2:21][CH2:20][C@H:19]1[C:23](=[O:28])N(OC)C)=[O:17])([CH3:14])([CH3:13])[CH3:12].[Cl-].[NH4+], predict the reaction product. The product is: [C:11]([O:15][C:16]([N:18]1[CH2:22][CH2:21][CH2:20][C@H:19]1[C:23](=[O:28])[C:6]#[C:5][Si:2]([CH3:4])([CH3:3])[CH3:1])=[O:17])([CH3:14])([CH3:13])[CH3:12].